This data is from NCI-60 drug combinations with 297,098 pairs across 59 cell lines. The task is: Regression. Given two drug SMILES strings and cell line genomic features, predict the synergy score measuring deviation from expected non-interaction effect. (1) Drug 1: CN(C)N=NC1=C(NC=N1)C(=O)N. Drug 2: CC1=C2C(C(=O)C3(C(CC4C(C3C(C(C2(C)C)(CC1OC(=O)C(C(C5=CC=CC=C5)NC(=O)C6=CC=CC=C6)O)O)OC(=O)C7=CC=CC=C7)(CO4)OC(=O)C)O)C)OC(=O)C. Cell line: SR. Synergy scores: CSS=6.74, Synergy_ZIP=-7.84, Synergy_Bliss=-18.4, Synergy_Loewe=-68.2, Synergy_HSA=-17.3. (2) Drug 1: C1=CN(C(=O)N=C1N)C2C(C(C(O2)CO)O)O.Cl. Drug 2: C1CN(P(=O)(OC1)NCCCl)CCCl. Cell line: HCT116. Synergy scores: CSS=34.3, Synergy_ZIP=1.17, Synergy_Bliss=-1.04, Synergy_Loewe=-37.5, Synergy_HSA=0.371. (3) Drug 1: CNC(=O)C1=CC=CC=C1SC2=CC3=C(C=C2)C(=NN3)C=CC4=CC=CC=N4. Drug 2: CC1C(C(=O)NC(C(=O)N2CCCC2C(=O)N(CC(=O)N(C(C(=O)O1)C(C)C)C)C)C(C)C)NC(=O)C3=C4C(=C(C=C3)C)OC5=C(C(=O)C(=C(C5=N4)C(=O)NC6C(OC(=O)C(N(C(=O)CN(C(=O)C7CCCN7C(=O)C(NC6=O)C(C)C)C)C)C(C)C)C)N)C. Cell line: OVCAR-5. Synergy scores: CSS=11.6, Synergy_ZIP=8.20, Synergy_Bliss=14.3, Synergy_Loewe=12.1, Synergy_HSA=12.6. (4) Cell line: RPMI-8226. Drug 1: CC1C(C(CC(O1)OC2CC(OC(C2O)C)OC3=CC4=CC5=C(C(=O)C(C(C5)C(C(=O)C(C(C)O)O)OC)OC6CC(C(C(O6)C)O)OC7CC(C(C(O7)C)O)OC8CC(C(C(O8)C)O)(C)O)C(=C4C(=C3C)O)O)O)O. Drug 2: C1C(C(OC1N2C=NC(=NC2=O)N)CO)O. Synergy scores: CSS=60.7, Synergy_ZIP=3.24, Synergy_Bliss=3.22, Synergy_Loewe=-11.6, Synergy_HSA=1.48. (5) Drug 1: CC1=C2C(C(=O)C3(C(CC4C(C3C(C(C2(C)C)(CC1OC(=O)C(C(C5=CC=CC=C5)NC(=O)C6=CC=CC=C6)O)O)OC(=O)C7=CC=CC=C7)(CO4)OC(=O)C)O)C)OC(=O)C. Drug 2: C1CN(P(=O)(OC1)NCCCl)CCCl. Cell line: UACC-257. Synergy scores: CSS=20.8, Synergy_ZIP=-2.09, Synergy_Bliss=5.41, Synergy_Loewe=-13.2, Synergy_HSA=4.43.